This data is from Reaction yield outcomes from USPTO patents with 853,638 reactions. The task is: Predict the reaction yield, written as a fraction of the theoretical maximum amount of product (1.0 means a 100% yield; for example, 0.34 means a 34% yield). (1) The reactants are [OH:1][C@@:2]([C:33]1[CH:42]=[CH:41][C:40]2[C:35](=[CH:36][CH:37]=[C:38]([C:43]([NH:45][CH3:46])=[O:44])[CH:39]=2)[CH:34]=1)([C:9]1[N:10]=[CH:11][N:12]([C:14]([C:27]2[CH:32]=[CH:31][CH:30]=[CH:29][CH:28]=2)([C:21]2[CH:26]=[CH:25][CH:24]=[CH:23][CH:22]=2)[C:15]2[CH:20]=[CH:19][CH:18]=[CH:17][CH:16]=2)[CH:13]=1)[CH2:3][C:4](OCC)=[O:5].[BH4-].[Na+].[Cl-].[Ca+2].[Cl-].Cl. The catalyst is C(OCC)(=O)C.O.C(O)C.C1COCC1. The product is [OH:1][C@@:2]([C:33]1[CH:34]=[C:35]2[C:40](=[CH:41][CH:42]=1)[CH:39]=[C:38]([C:43]([NH:45][CH3:46])=[O:44])[CH:37]=[CH:36]2)([C:9]1[N:10]=[CH:11][N:12]([C:14]([C:21]2[CH:26]=[CH:25][CH:24]=[CH:23][CH:22]=2)([C:27]2[CH:28]=[CH:29][CH:30]=[CH:31][CH:32]=2)[C:15]2[CH:20]=[CH:19][CH:18]=[CH:17][CH:16]=2)[CH:13]=1)[CH2:3][CH2:4][OH:5]. The yield is 0.890. (2) The reactants are C(NC1C=CC(C2C=C3C(CN([C@@H](C(C)C)C(OC)=O)C3=O)=CC=2)=CC=1)(=O)C1C=CC=CC=1.[NH2:34][C:35]1[CH:40]=[CH:39][C:38]([C:41]2[CH:49]=[C:48]3[C:44]([CH2:45][N:46]([C:51]4([C:56]([O:58][CH3:59])=[O:57])[CH2:55][CH2:54][CH2:53][CH2:52]4)[C:47]3=[O:50])=[CH:43][CH:42]=2)=[CH:37][CH:36]=1.[Cl:60][C:61]1[CH:69]=[CH:68][C:64]([C:65](Cl)=[O:66])=[CH:63][CH:62]=1. No catalyst specified. The product is [Cl:60][C:61]1[CH:69]=[CH:68][C:64]([C:65]([NH:34][C:35]2[CH:36]=[CH:37][C:38]([C:41]3[CH:49]=[C:48]4[C:44]([CH2:45][N:46]([C:51]5([C:56]([O:58][CH3:59])=[O:57])[CH2:55][CH2:54][CH2:53][CH2:52]5)[C:47]4=[O:50])=[CH:43][CH:42]=3)=[CH:39][CH:40]=2)=[O:66])=[CH:63][CH:62]=1. The yield is 0.740. (3) The reactants are [C:1]([O:4][C@H:5]1[CH2:9][C@H:8]([N:10]2[CH:18]=[N:17][C:16]3[C:11]2=[N:12][CH:13]=[N:14][C:15]=3[NH:19][C@@H:20]2[C:28]3[C:23](=[CH:24][CH:25]=[CH:26][CH:27]=3)[CH2:22][CH2:21]2)[O:7][C@@H:6]1[CH2:29][O:30][Si](C(C)(C)C)(C)C)(=[O:3])[CH3:2]. The catalyst is N1C=CC=CC=1.O1CCCC1.F.N1C=CC=CC=1. The product is [C:1]([O:4][C@H:5]1[CH2:9][C@H:8]([N:10]2[CH:18]=[N:17][C:16]3[C:11]2=[N:12][CH:13]=[N:14][C:15]=3[NH:19][C@@H:20]2[C:28]3[C:23](=[CH:24][CH:25]=[CH:26][CH:27]=3)[CH2:22][CH2:21]2)[O:7][C@@H:6]1[CH2:29][OH:30])(=[O:3])[CH3:2]. The yield is 0.910.